Dataset: Forward reaction prediction with 1.9M reactions from USPTO patents (1976-2016). Task: Predict the product of the given reaction. (1) Given the reactants [F:1][CH:2]([F:33])[C:3]1[N:7]([C:8]2[CH:13]=[C:12]([N:14]3[CH2:19][CH2:18][O:17][CH2:16][CH2:15]3)[N:11]=[C:10]([NH:20][C@H:21]3[CH2:26][CH2:25][C@H:24]([NH2:27])[CH2:23][CH2:22]3)[N:9]=2)[C:6]2[CH:28]=[C:29]([CH3:32])[CH:30]=[CH:31][C:5]=2[N:4]=1.C(N(CC)CC)C.Cl[CH2:42][CH2:43][CH2:44][C:45](Cl)=[O:46], predict the reaction product. The product is: [F:33][CH:2]([F:1])[C:3]1[N:7]([C:8]2[CH:13]=[C:12]([N:14]3[CH2:15][CH2:16][O:17][CH2:18][CH2:19]3)[N:11]=[C:10]([NH:20][C@H:21]3[CH2:22][CH2:23][C@H:24]([N:27]4[CH2:42][CH2:43][CH2:44][C:45]4=[O:46])[CH2:25][CH2:26]3)[N:9]=2)[C:6]2[CH:28]=[C:29]([CH3:32])[CH:30]=[CH:31][C:5]=2[N:4]=1. (2) Given the reactants [N+](C1C=CC=CC=1OC1C=C2C(=CC=1)OC(C1C=CC=CC=1)CC2)([O-])=O.[OH:27][C:28]1[CH:29]=[C:30]2[C:35](=[CH:36][CH:37]=1)[O:34][CH:33]([C:38]1[CH:43]=[CH:42][CH:41]=[CH:40][CH:39]=1)[CH2:32][CH2:31]2.[OH-].[K+].Cl[C:47]1[C:52]([N+:53]([O-:55])=[O:54])=[CH:51][C:50]([C:56]([F:59])([F:58])[F:57])=[CH:49][C:48]=1[N+:60]([O-:62])=[O:61], predict the reaction product. The product is: [N+:53]([C:52]1[CH:51]=[C:50]([C:56]([F:57])([F:58])[F:59])[CH:49]=[C:48]([N+:60]([O-:62])=[O:61])[C:47]=1[O:27][C:28]1[CH:29]=[C:30]2[C:35](=[CH:36][CH:37]=1)[O:34][CH:33]([C:38]1[CH:43]=[CH:42][CH:41]=[CH:40][CH:39]=1)[CH2:32][CH2:31]2)([O-:55])=[O:54]. (3) Given the reactants [CH3:1][S:2]([C:5]1[CH:12]=[CH:11][C:8]([CH2:9][NH2:10])=[CH:7][CH:6]=1)(=[O:4])=[O:3].[O:13]1[CH:15]([CH2:16][CH3:17])[CH2:14]1, predict the reaction product. The product is: [CH3:1][S:2]([C:5]1[CH:12]=[CH:11][C:8]([CH2:9][NH:10][CH2:14][CH:15]([OH:13])[CH2:16][CH3:17])=[CH:7][CH:6]=1)(=[O:3])=[O:4]. (4) Given the reactants [P:1]([O-:18])([O:10][CH2:11][C:12]1[CH:17]=[CH:16][CH:15]=[CH:14][CH:13]=1)[O:2][CH2:3][C:4]1[CH:9]=[CH:8][CH:7]=[CH:6][CH:5]=1.[CH2:19]=[O:20].C(N(CC)CC)C, predict the reaction product. The product is: [CH2:3]([O:2][P:1]([CH2:19][OH:20])(=[O:18])[O:10][CH2:11][C:12]1[CH:17]=[CH:16][CH:15]=[CH:14][CH:13]=1)[C:4]1[CH:9]=[CH:8][CH:7]=[CH:6][CH:5]=1. (5) Given the reactants [CH2:1]([N:8]([CH2:10][C:11]1[C:12]([C:43](O)=[O:44])=[C:13]([N:28]([CH2:34][C:35]2[C:40]([F:41])=[CH:39][CH:38]=[CH:37][C:36]=2[F:42])[C:29](OCC)=[O:30])[S:14][C:15]=1[C:16]1[CH:21]=[CH:20][C:19]([NH:22][C:23]([NH:25][O:26][CH3:27])=[O:24])=[CH:18][CH:17]=1)[CH3:9])[C:2]1[CH:7]=[CH:6][CH:5]=[CH:4][CH:3]=1.[NH2:46][C:47]1[CH:52]=[CH:51][C:50]([F:53])=[CH:49][N:48]=1, predict the reaction product. The product is: [CH2:1]([N:8]([CH2:10][C:11]1[C:12]2[C:43](=[O:44])[N:46]([C:47]3[CH:52]=[CH:51][C:50]([F:53])=[CH:49][N:48]=3)[C:29](=[O:30])[N:28]([CH2:34][C:35]3[C:36]([F:42])=[CH:37][CH:38]=[CH:39][C:40]=3[F:41])[C:13]=2[S:14][C:15]=1[C:16]1[CH:17]=[CH:18][C:19]([NH:22][C:23]([NH:25][O:26][CH3:27])=[O:24])=[CH:20][CH:21]=1)[CH3:9])[C:2]1[CH:7]=[CH:6][CH:5]=[CH:4][CH:3]=1. (6) Given the reactants Br[C:2]1[S:3][CH:4]=[C:5]2[C:9](=[O:10])[N:8]([CH:11]([CH2:20][CH2:21][CH2:22][CH2:23][CH2:24][CH2:25][CH2:26][CH3:27])[CH2:12][CH2:13][CH2:14][CH2:15][CH2:16][CH2:17][CH2:18][CH3:19])[C:7](=[O:28])[C:6]=12.[CH3:38][CH2:39][CH2:40][CH2:41][Sn]([CH2:38][CH2:39][CH2:40][CH3:41])[CH2:51][CH2:52][CH2:53][CH3:54].[CH3:38][CH2:39][CH2:40][CH2:41][Sn]([CH2:51][CH2:52][CH2:53][CH3:54])[CH2:51][CH2:52][CH2:53][CH3:54], predict the reaction product. The product is: [CH3:19][CH2:18][CH2:17][CH2:16][CH2:15][CH2:14][CH2:13][CH2:12][CH:11]([N:8]1[C:9](=[O:10])[C:5]2=[CH:4][S:3][C:2]([C:4]3[S:3][CH:2]=[C:6]4[C:7](=[O:28])[N:8]([CH:11]([CH2:51][CH2:52][CH2:53][CH2:54][CH2:38][CH2:39][CH2:40][CH3:41])[CH2:12][CH2:13][CH2:14][CH2:15][CH2:16][CH2:17][CH2:18][CH3:19])[C:9](=[O:10])[C:5]=34)=[C:6]2[C:7]1=[O:28])[CH2:20][CH2:21][CH2:22][CH2:23][CH2:24][CH2:25][CH2:26][CH3:27]. (7) The product is: [Cl:1][C:2]1[CH:18]=[CH:17][C:16]([Cl:19])=[CH:15][C:3]=1[CH:4]1[CH2:5][C:6](=[O:7])[N:26]([CH2:27][C:28]([O:30][C:31]([CH3:34])([CH3:33])[CH3:32])=[O:29])[C:23]2[CH2:24][CH2:25][C:21](=[O:20])[C:22]1=2. Given the reactants [Cl:1][C:2]1[CH:18]=[CH:17][C:16]([Cl:19])=[CH:15][C:3]=1[CH:4]=[C:5]1C(=O)OC(C)(C)[O:7][C:6]1=O.[O:20]=[C:21]1[CH2:25][CH2:24][C:23]([NH:26][CH2:27][C:28]([O:30][C:31]([CH3:34])([CH3:33])[CH3:32])=[O:29])=[CH:22]1, predict the reaction product.